Dataset: Forward reaction prediction with 1.9M reactions from USPTO patents (1976-2016). Task: Predict the product of the given reaction. (1) Given the reactants [P:1]([O:10][CH:11]([CH3:13])[CH3:12])([O:6][CH:7]([CH3:9])[CH3:8])[O:2]C(C)C.Br[CH2:15][C:16]1[CH:21]=[CH:20][CH:19]=[C:18]([N+:22]([O-:24])=[O:23])[CH:17]=1, predict the reaction product. The product is: [CH3:13][CH:11]([O:10][P:1]([CH2:15][C:16]1[CH:21]=[CH:20][CH:19]=[C:18]([N+:22]([O-:24])=[O:23])[CH:17]=1)(=[O:2])[O:6][CH:7]([CH3:8])[CH3:9])[CH3:12]. (2) The product is: [CH3:28][CH:27]([CH2:26][C@H:25]([OH:30])[CH:17]=[CH:16][C:15]([CH3:19])([CH3:18])[CH3:14])[CH3:29]. Given the reactants B(C1CCCCC1)C1CCCCC1.[CH3:14][C:15]([CH3:19])([CH3:18])[C:16]#[CH:17].[Zn](CC)CC.[CH:25](=[O:30])[CH2:26][CH:27]([CH3:29])[CH3:28], predict the reaction product. (3) Given the reactants [Si:1]([O:8][C:9]1[CH:14]=[C:13]([CH3:15])[C:12]([C:16]2[N:17]=[C:18]3[CH:23]=[CH:22][CH:21]=[C:20]([O:24][CH2:25][CH2:26][OH:27])[N:19]3[C:28]=2[NH:29][C:30]2[CH:39]=[CH:38][C:33]3[O:34][CH2:35][CH2:36][O:37][C:32]=3[CH:31]=2)=[C:11]([CH3:40])[CH:10]=1)([C:4]([CH3:7])([CH3:6])[CH3:5])([CH3:3])[CH3:2].[S:41](Cl)([C:44]1[CH:50]=[CH:49][C:47]([CH3:48])=[CH:46][CH:45]=1)(=[O:43])=[O:42], predict the reaction product. The product is: [CH3:48][C:47]1[CH:49]=[CH:50][C:44]([S:41]([O:27][CH2:26][CH2:25][O:24][C:20]2[N:19]3[C:28]([NH:29][C:30]4[CH:39]=[CH:38][C:33]5[O:34][CH2:35][CH2:36][O:37][C:32]=5[CH:31]=4)=[C:16]([C:12]4[C:11]([CH3:40])=[CH:10][C:9]([O:8][Si:1]([C:4]([CH3:5])([CH3:6])[CH3:7])([CH3:2])[CH3:3])=[CH:14][C:13]=4[CH3:15])[N:17]=[C:18]3[CH:23]=[CH:22][CH:21]=2)(=[O:43])=[O:42])=[CH:45][CH:46]=1. (4) Given the reactants [Cl:1][C:2]1[N:7]=[C:6](Cl)[C:5]([N+:9]([O-:11])=[O:10])=[CH:4][N:3]=1.[NH2:12][C:13]1[CH:21]=[CH:20][C:16]([C:17]([NH2:19])=[O:18])=[CH:15][CH:14]=1, predict the reaction product. The product is: [Cl:1][C:2]1[N:7]=[C:6]([NH:12][C:13]2[CH:21]=[CH:20][C:16]([C:17]([NH2:19])=[O:18])=[CH:15][CH:14]=2)[C:5]([N+:9]([O-:11])=[O:10])=[CH:4][N:3]=1. (5) Given the reactants [Cl:1][C:2]1[CH:3]=[C:4]([OH:8])[CH:5]=[N:6][CH:7]=1.C(=O)([O-])[O-].[Na+].[Na+].[I:15]I, predict the reaction product. The product is: [Cl:1][C:2]1[CH:3]=[C:4]([OH:8])[C:5]([I:15])=[N:6][CH:7]=1.